From a dataset of Catalyst prediction with 721,799 reactions and 888 catalyst types from USPTO. Predict which catalyst facilitates the given reaction. (1) Product: [C:3]1([C:8]([OH:43])([C:16]([F:19])([F:18])[F:17])[C:9]([O:11][CH2:12][CH3:13])=[O:10])[CH:4]=[CH:5][CH:6]=[CH:7][CH:2]=1. Reactant: O=[C:2]1[CH:7]=[CH:6][CH:5]=[CH:4][CH:3]1[CH2:8][C:9]([O:11][CH2:12][CH3:13])=[O:10].C[Si](C)(C)[C:16]([F:19])([F:18])[F:17].CCCC[N+](CCCC)(CCCC)CCCC.[F-].C1C[O:43]CC1. The catalyst class is: 33. (2) Reactant: [CH2:1]([N:3]([CH2:33][CH3:34])[CH2:4][CH2:5][NH:6][C:7]([C:9]1[CH:14]=[CH:13][CH:12]=[CH:11][C:10]=1[S:15]([NH:18][C:19]1[CH:28]=[CH:27][C:26]2[C:21](=[CH:22][CH:23]=[CH:24][CH:25]=2)[C:20]=1[C:29]([O:31]C)=[O:30])(=[O:17])=[O:16])=[O:8])[CH3:2].O.O.[OH-].[Li+].Cl. Product: [CH2:33]([N:3]([CH2:1][CH3:2])[CH2:4][CH2:5][NH:6][C:7]([C:9]1[CH:14]=[CH:13][CH:12]=[CH:11][C:10]=1[S:15]([NH:18][C:19]1[CH:28]=[CH:27][C:26]2[C:21](=[CH:22][CH:23]=[CH:24][CH:25]=2)[C:20]=1[C:29]([OH:31])=[O:30])(=[O:17])=[O:16])=[O:8])[CH3:34]. The catalyst class is: 12. (3) Reactant: [O:1]1[C:5]2[CH:6]=[CH:7][CH:8]=[CH:9][C:4]=2[CH:3]=[C:2]1[C:10]([CH:12]1C(=O)O[C:15](C)([CH3:19])[O:14][C:13]1=[O:21])=[O:11]. Product: [O:1]1[C:5]2[CH:6]=[CH:7][CH:8]=[CH:9][C:4]=2[CH:3]=[C:2]1[C:10](=[O:11])[CH2:12][C:13]([O:14][CH2:15][CH3:19])=[O:21]. The catalyst class is: 8. (4) Reactant: [C:1]([Si:5]([C:13]1[CH:18]=[CH:17][CH:16]=[CH:15][CH:14]=1)([C:7]1[CH:12]=[CH:11][CH:10]=[CH:9][CH:8]=1)Cl)([CH3:4])([CH3:3])[CH3:2].[F:19][C:20]1[CH:25]=[C:24]([F:26])[CH:23]=[CH:22][C:21]=1[OH:27].N1C=CN=C1. Product: [C:1]([Si:5]([O:27][C:21]1[CH:22]=[CH:23][C:24]([F:26])=[CH:25][C:20]=1[F:19])([C:13]1[CH:18]=[CH:17][CH:16]=[CH:15][CH:14]=1)[C:7]1[CH:12]=[CH:11][CH:10]=[CH:9][CH:8]=1)([CH3:4])([CH3:3])[CH3:2]. The catalyst class is: 2. (5) Reactant: [CH3:1][O:2][C:3]([C:5]1[S:6][C:7]([CH3:11])=[CH:8][C:9]=1[Br:10])=[O:4].C1C(=O)N([Br:19])C(=O)C1.C(OOC(=O)C1C=CC=CC=1)(=O)C1C=CC=CC=1. Product: [CH3:1][O:2][C:3]([C:5]1[S:6][C:7]([CH2:11][Br:19])=[CH:8][C:9]=1[Br:10])=[O:4]. The catalyst class is: 53. (6) Reactant: [CH3:1][C@H:2]1[O:7][C@@H:6]([CH3:8])[CH2:5][N:4]([C:9]2[C:17]([F:18])=[C:16]([F:19])[CH:15]=[CH:14][C:10]=2[C:11](O)=[O:12])[CH2:3]1.[BH4-].[Na+].II. Product: [CH3:8][C@H:6]1[O:7][C@@H:2]([CH3:1])[CH2:3][N:4]([C:9]2[C:17]([F:18])=[C:16]([F:19])[CH:15]=[CH:14][C:10]=2[CH2:11][OH:12])[CH2:5]1. The catalyst class is: 1.